Dataset: NCI-60 drug combinations with 297,098 pairs across 59 cell lines. Task: Regression. Given two drug SMILES strings and cell line genomic features, predict the synergy score measuring deviation from expected non-interaction effect. (1) Drug 1: CC1=C(C(=CC=C1)Cl)NC(=O)C2=CN=C(S2)NC3=CC(=NC(=N3)C)N4CCN(CC4)CCO. Drug 2: CC12CCC3C(C1CCC2O)C(CC4=C3C=CC(=C4)O)CCCCCCCCCS(=O)CCCC(C(F)(F)F)(F)F. Cell line: SF-268. Synergy scores: CSS=2.07, Synergy_ZIP=6.71, Synergy_Bliss=2.48, Synergy_Loewe=2.35, Synergy_HSA=1.52. (2) Drug 1: C1CC(C1)(C(=O)O)C(=O)O.[NH2-].[NH2-].[Pt+2]. Drug 2: CCN(CC)CCNC(=O)C1=C(NC(=C1C)C=C2C3=C(C=CC(=C3)F)NC2=O)C. Cell line: NCI-H522. Synergy scores: CSS=1.75, Synergy_ZIP=3.54, Synergy_Bliss=0.712, Synergy_Loewe=-0.0420, Synergy_HSA=0.112. (3) Drug 1: CC1=C(C=C(C=C1)NC(=O)C2=CC=C(C=C2)CN3CCN(CC3)C)NC4=NC=CC(=N4)C5=CN=CC=C5. Drug 2: C1=NNC2=C1C(=O)NC=N2. Cell line: KM12. Synergy scores: CSS=-3.96, Synergy_ZIP=4.54, Synergy_Bliss=6.83, Synergy_Loewe=-2.04, Synergy_HSA=-1.29. (4) Drug 1: CCC1(CC2CC(C3=C(CCN(C2)C1)C4=CC=CC=C4N3)(C5=C(C=C6C(=C5)C78CCN9C7C(C=CC9)(C(C(C8N6C)(C(=O)OC)O)OC(=O)C)CC)OC)C(=O)OC)O.OS(=O)(=O)O. Drug 2: C1CCC(C(C1)N)N.C(=O)(C(=O)[O-])[O-].[Pt+4]. Cell line: NCI/ADR-RES. Synergy scores: CSS=19.7, Synergy_ZIP=-4.63, Synergy_Bliss=1.24, Synergy_Loewe=1.30, Synergy_HSA=1.27. (5) Drug 1: C1=CC(=C2C(=C1NCCNCCO)C(=O)C3=C(C=CC(=C3C2=O)O)O)NCCNCCO. Drug 2: C1=CC=C(C(=C1)C(C2=CC=C(C=C2)Cl)C(Cl)Cl)Cl. Cell line: NCI-H226. Synergy scores: CSS=38.7, Synergy_ZIP=3.18, Synergy_Bliss=4.91, Synergy_Loewe=-30.3, Synergy_HSA=5.21. (6) Drug 1: CN1CCC(CC1)COC2=C(C=C3C(=C2)N=CN=C3NC4=C(C=C(C=C4)Br)F)OC. Drug 2: CC1=C(N=C(N=C1N)C(CC(=O)N)NCC(C(=O)N)N)C(=O)NC(C(C2=CN=CN2)OC3C(C(C(C(O3)CO)O)O)OC4C(C(C(C(O4)CO)O)OC(=O)N)O)C(=O)NC(C)C(C(C)C(=O)NC(C(C)O)C(=O)NCCC5=NC(=CS5)C6=NC(=CS6)C(=O)NCCC[S+](C)C)O. Cell line: OVCAR-8. Synergy scores: CSS=4.50, Synergy_ZIP=-6.05, Synergy_Bliss=-9.35, Synergy_Loewe=-12.7, Synergy_HSA=-7.38. (7) Drug 1: C1CN1C2=NC(=NC(=N2)N3CC3)N4CC4. Drug 2: C1CN(P(=O)(OC1)NCCCl)CCCl. Cell line: SNB-75. Synergy scores: CSS=23.0, Synergy_ZIP=-4.98, Synergy_Bliss=2.11, Synergy_Loewe=-14.0, Synergy_HSA=2.71.